From a dataset of Peptide-MHC class I binding affinity with 185,985 pairs from IEDB/IMGT. Regression. Given a peptide amino acid sequence and an MHC pseudo amino acid sequence, predict their binding affinity value. This is MHC class I binding data. (1) The peptide sequence is YLEKANKI. The MHC is HLA-A68:02 with pseudo-sequence HLA-A68:02. The binding affinity (normalized) is 0. (2) The peptide sequence is GYRSKACDM. The MHC is HLA-B35:01 with pseudo-sequence HLA-B35:01. The binding affinity (normalized) is 0.0847. (3) The peptide sequence is LLMCAVHPEL. The MHC is HLA-A02:02 with pseudo-sequence HLA-A02:02. The binding affinity (normalized) is 0.703. (4) The peptide sequence is YLVSFGVWI. The MHC is HLA-A02:06 with pseudo-sequence HLA-A02:06. The binding affinity (normalized) is 0.305. (5) The peptide sequence is EINPFYQDV. The MHC is HLA-A69:01 with pseudo-sequence HLA-A69:01. The binding affinity (normalized) is 0.809.